From a dataset of Forward reaction prediction with 1.9M reactions from USPTO patents (1976-2016). Predict the product of the given reaction. Given the reactants [CH3:1][O:2][C:3]1[CH:8]=[C:7]([O:9][CH3:10])[N:6]=[C:5]([N:11]2[C:20](=[O:21])[C:19]3[C:14](=[CH:15][C:16]([C:22](O)=[O:23])=[CH:17][CH:18]=3)[NH:13][C:12]2=[S:25])[N:4]=1.[CH3:26][N:27](C(ON1N=NC2C=CC=NC1=2)=[N+](C)C)[CH3:28].F[P-](F)(F)(F)(F)F.CCN(C(C)C)C(C)C.Cl.CNC, predict the reaction product. The product is: [CH3:10][O:9][C:7]1[CH:8]=[C:3]([O:2][CH3:1])[N:4]=[C:5]([N:11]2[C:20](=[O:21])[C:19]3[C:14](=[CH:15][C:16]([C:22]([N:27]([CH3:28])[CH3:26])=[O:23])=[CH:17][CH:18]=3)[NH:13][C:12]2=[S:25])[N:6]=1.